The task is: Regression. Given a peptide amino acid sequence and an MHC pseudo amino acid sequence, predict their binding affinity value. This is MHC class II binding data.. This data is from Peptide-MHC class II binding affinity with 134,281 pairs from IEDB. The peptide sequence is GELQIVDKIDAAFKH. The MHC is DRB3_0202 with pseudo-sequence DRB3_0202. The binding affinity (normalized) is 0.296.